From a dataset of Peptide-MHC class I binding affinity with 185,985 pairs from IEDB/IMGT. Regression. Given a peptide amino acid sequence and an MHC pseudo amino acid sequence, predict their binding affinity value. This is MHC class I binding data. The peptide sequence is YQEPPAHGL. The MHC is HLA-B14:02 with pseudo-sequence HLA-B14:02. The binding affinity (normalized) is 0.213.